Dataset: NCI-60 drug combinations with 297,098 pairs across 59 cell lines. Task: Regression. Given two drug SMILES strings and cell line genomic features, predict the synergy score measuring deviation from expected non-interaction effect. (1) Drug 2: CC12CCC3C(C1CCC2OP(=O)(O)O)CCC4=C3C=CC(=C4)OC(=O)N(CCCl)CCCl.[Na+]. Synergy scores: CSS=37.5, Synergy_ZIP=11.4, Synergy_Bliss=7.21, Synergy_Loewe=-2.29, Synergy_HSA=8.45. Drug 1: CC1=C(C=C(C=C1)NC2=NC=CC(=N2)N(C)C3=CC4=NN(C(=C4C=C3)C)C)S(=O)(=O)N.Cl. Cell line: ACHN. (2) Drug 1: CC1=C2C(C(=O)C3(C(CC4C(C3C(C(C2(C)C)(CC1OC(=O)C(C(C5=CC=CC=C5)NC(=O)C6=CC=CC=C6)O)O)OC(=O)C7=CC=CC=C7)(CO4)OC(=O)C)O)C)OC(=O)C. Drug 2: CS(=O)(=O)OCCCCOS(=O)(=O)C. Cell line: NCIH23. Synergy scores: CSS=17.2, Synergy_ZIP=-5.63, Synergy_Bliss=-5.27, Synergy_Loewe=-4.91, Synergy_HSA=-4.49. (3) Drug 1: C1=C(C(=O)NC(=O)N1)N(CCCl)CCCl. Drug 2: C1=CC(=CC=C1C#N)C(C2=CC=C(C=C2)C#N)N3C=NC=N3. Cell line: HOP-62. Synergy scores: CSS=42.3, Synergy_ZIP=2.74, Synergy_Bliss=0.445, Synergy_Loewe=-1.98, Synergy_HSA=-0.657. (4) Drug 1: CC1C(C(CC(O1)OC2CC(CC3=C2C(=C4C(=C3O)C(=O)C5=C(C4=O)C(=CC=C5)OC)O)(C(=O)CO)O)N)O.Cl. Drug 2: CC1C(C(CC(O1)OC2CC(CC3=C2C(=C4C(=C3O)C(=O)C5=C(C4=O)C(=CC=C5)OC)O)(C(=O)CO)O)N)O.Cl. Cell line: SK-MEL-28. Synergy scores: CSS=38.3, Synergy_ZIP=-6.60, Synergy_Bliss=-8.38, Synergy_Loewe=-7.78, Synergy_HSA=-6.78. (5) Drug 1: CC(C1=C(C=CC(=C1Cl)F)Cl)OC2=C(N=CC(=C2)C3=CN(N=C3)C4CCNCC4)N. Synergy scores: CSS=22.4, Synergy_ZIP=-7.73, Synergy_Bliss=-3.54, Synergy_Loewe=-2.70, Synergy_HSA=-2.60. Cell line: A498. Drug 2: C1=CC(=CC=C1CCCC(=O)O)N(CCCl)CCCl. (6) Drug 1: CCCCC(=O)OCC(=O)C1(CC(C2=C(C1)C(=C3C(=C2O)C(=O)C4=C(C3=O)C=CC=C4OC)O)OC5CC(C(C(O5)C)O)NC(=O)C(F)(F)F)O. Drug 2: C1=NNC2=C1C(=O)NC=N2. Cell line: BT-549. Synergy scores: CSS=63.8, Synergy_ZIP=2.63, Synergy_Bliss=2.20, Synergy_Loewe=-8.14, Synergy_HSA=3.78.